Dataset: Full USPTO retrosynthesis dataset with 1.9M reactions from patents (1976-2016). Task: Predict the reactants needed to synthesize the given product. (1) Given the product [C:8]1([C:5]2[N:6]=[CH:7][C:2]([N:20]3[CH2:24][CH2:23][CH2:22][CH:21]3[CH2:25][CH2:26][CH2:27][CH2:28][O:29][CH:30]3[CH2:35][CH2:34][CH2:33][CH2:32][O:31]3)=[N:3][C:4]=2[C:14]2[CH:19]=[CH:18][CH:17]=[CH:16][CH:15]=2)[CH:13]=[CH:12][CH:11]=[CH:10][CH:9]=1, predict the reactants needed to synthesize it. The reactants are: Cl[C:2]1[CH:7]=[N:6][C:5]([C:8]2[CH:13]=[CH:12][CH:11]=[CH:10][CH:9]=2)=[C:4]([C:14]2[CH:19]=[CH:18][CH:17]=[CH:16][CH:15]=2)[N:3]=1.[NH:20]1[CH2:24][CH2:23][CH2:22][CH:21]1[CH2:25][CH2:26][CH2:27][CH2:28][O:29][CH:30]1[CH2:35][CH2:34][CH2:33][CH2:32][O:31]1. (2) Given the product [CH2:1]([N:8]1[CH2:13][CH2:12][N:11]([C:14]([C:16]2[CH:20]=[C:19]([CH3:21])[N:18]([C:22]3[CH:27]=[CH:26][CH:25]=[CH:24][CH:23]=3)[C:17]=2[C:28]2[CH:33]=[CH:32][CH:31]=[CH:30][CH:29]=2)=[O:15])[CH:10]([CH2:34][CH2:35][N:36]([CH:44]([CH3:46])[CH3:45])[C:37](=[O:43])[CH2:38][CH2:39][C:40]([NH2:49])=[O:42])[CH2:9]1)[C:2]1[CH:3]=[CH:4][CH:5]=[CH:6][CH:7]=1, predict the reactants needed to synthesize it. The reactants are: [CH2:1]([N:8]1[CH2:13][CH2:12][N:11]([C:14]([C:16]2[CH:20]=[C:19]([CH3:21])[N:18]([C:22]3[CH:27]=[CH:26][CH:25]=[CH:24][CH:23]=3)[C:17]=2[C:28]2[CH:33]=[CH:32][CH:31]=[CH:30][CH:29]=2)=[O:15])[CH:10]([CH2:34][CH2:35][N:36]([CH:44]([CH3:46])[CH3:45])[C:37](=[O:43])[CH2:38][CH2:39][C:40]([OH:42])=O)[CH2:9]1)[C:2]1[CH:7]=[CH:6][CH:5]=[CH:4][CH:3]=1.CC[N:49]=C=NCCCN(C)C.Cl.C(=O)(O)[O-].[Na+]. (3) Given the product [CH3:20][C:21]1[CH:22]=[CH:23][CH:24]=[C:25]2[C:30]=1[C:29]([CH2:31][N:1]1[C:5]3[CH:6]=[CH:7][CH:8]=[CH:9][C:4]=3[N:3]=[C:2]1[S:10][CH2:11][CH2:12][CH2:13][C:14]([O:16][CH2:17][CH3:18])=[O:15])=[CH:28][CH:27]=[CH:26]2, predict the reactants needed to synthesize it. The reactants are: [N:1]1[C:5]2[CH:6]=[CH:7][CH:8]=[CH:9][C:4]=2[NH:3][C:2]=1[S:10][CH2:11][CH2:12][CH2:13][C:14]([O:16][CH2:17][CH3:18])=[O:15].Br[CH2:20][C:21]1[C:30]2[C:25](=[CH:26][CH:27]=[CH:28][C:29]=2[CH3:31])[CH:24]=[CH:23][CH:22]=1.C(=O)([O-])[O-].[K+].[K+]. (4) Given the product [C:1]([O:5][C:6]([NH:8][C:9]1[C:14]([C:15]([O:17][CH3:18])=[O:16])=[CH:13][C:12]([Cl:46])=[C:11]([N:19]2[CH2:20][CH2:21][N:22]([C:25]([O:27][C:28]([CH3:31])([CH3:30])[CH3:29])=[O:26])[CH2:23][CH2:24]2)[CH:10]=1)=[O:7])([CH3:3])([CH3:4])[CH3:2], predict the reactants needed to synthesize it. The reactants are: [C:1]([O:5][C:6]([NH:8][C:9]1[CH:10]=[C:11]([N:19]2[CH2:24][CH2:23][N:22]([C:25]([O:27][C:28]([CH3:31])([CH3:30])[CH3:29])=[O:26])[CH2:21][CH2:20]2)[CH:12]=[CH:13][C:14]=1[C:15]([O:17][CH3:18])=[O:16])=[O:7])([CH3:4])([CH3:3])[CH3:2].C(O)(C(F)(F)F)=O.C1C(=O)N([Cl:46])C(=O)C1.CO.